From a dataset of Reaction yield outcomes from USPTO patents with 853,638 reactions. Predict the reaction yield, written as a fraction of the theoretical maximum amount of product (1.0 means a 100% yield; for example, 0.34 means a 34% yield). (1) The reactants are [CH3:1][C:2]1[C:3]([CH2:7][NH2:8])=[N:4][O:5][N:6]=1.C([N:17]=[C:18]=[S:19])(=O)C1C=CC=CC=1.N. The catalyst is CO. The product is [CH3:1][C:2]1[C:3]([CH2:7][NH:8][C:18]([NH2:17])=[S:19])=[N:4][O:5][N:6]=1. The yield is 0.780. (2) The reactants are [H-].[Al+3].[Li+].[H-].[H-].[H-].[C:7]([CH:9]1[CH2:14][CH2:13][CH2:12][C:11](=[O:15])[CH2:10]1)#[N:8].[OH-].[Na+].Cl.C(OCC)C.C(=O)([O-])[O-].[K+].[K+].C([O:32][C:33]([C:35]1[CH:45]=[CH:44][CH:43]=[C:37]2C(N[C:41](=[O:42])[C:36]=12)=O)=O)C. The catalyst is O1CCCC1.O.C(#N)C. The product is [OH:15][C@@H:11]1[CH2:12][CH2:13][CH2:14][C@H:9]([CH2:7][N:8]2[C:33](=[O:32])[C:35]3[C:36](=[CH:37][CH:43]=[CH:44][CH:45]=3)[C:41]2=[O:42])[CH2:10]1. The yield is 0.400. (3) The reactants are Cl[C:2]1[C:11]2[C:6](=[CH:7][C:8]([CH3:12])=[CH:9][CH:10]=2)[N:5]=[C:4]([C:13]2[CH:18]=[CH:17][CH:16]=[CH:15][C:14]=2[OH:19])[N:3]=1.[CH2:20]([O:27][C:28]([N:30]1[CH2:35][CH2:34][NH:33][CH:32]([CH2:36][OH:37])[CH2:31]1)=[O:29])[C:21]1[CH:26]=[CH:25][CH:24]=[CH:23][CH:22]=1.C(N(CC)CC)C. The catalyst is C(Cl)Cl. The product is [CH2:20]([O:27][C:28]([N:30]1[CH2:35][CH2:34][N:33]([C:2]2[C:11]3[C:6](=[CH:7][C:8]([CH3:12])=[CH:9][CH:10]=3)[N:5]=[C:4]([C:13]3[CH:18]=[CH:17][CH:16]=[CH:15][C:14]=3[OH:19])[N:3]=2)[CH:32]([CH2:36][OH:37])[CH2:31]1)=[O:29])[C:21]1[CH:26]=[CH:25][CH:24]=[CH:23][CH:22]=1. The yield is 0.640. (4) The reactants are C([O:3][C:4](=O)[CH2:5][C:6]1([CH2:20][CH3:21])[C:11]2[NH:12][C:13]3[C:18]([C:10]=2[CH2:9][CH2:8][O:7]1)=[CH:17][CH:16]=[CH:15][C:14]=3[Br:19])C.[BH4-].[Li+]. The catalyst is O1CCCC1. The product is [Br:19][C:14]1[CH:15]=[CH:16][CH:17]=[C:18]2[C:13]=1[NH:12][C:11]1[C:6]([CH2:5][CH2:4][OH:3])([CH2:20][CH3:21])[O:7][CH2:8][CH2:9][C:10]2=1. The yield is 0.750.